From a dataset of Full USPTO retrosynthesis dataset with 1.9M reactions from patents (1976-2016). Predict the reactants needed to synthesize the given product. Given the product [CH:19]([N:18]1[C:14]([C:12]2[N:13]=[C:6]3[C:5]4[CH:22]=[CH:23][C:2]([N:31]5[CH2:32][CH2:33][CH2:34][C@H:30]5[C:29]([O:28][C:24]([CH3:27])([CH3:26])[CH3:25])=[O:35])=[CH:3][C:4]=4[O:10][CH2:9][CH2:8][N:7]3[CH:11]=2)=[N:15][CH:16]=[N:17]1)([CH3:21])[CH3:20], predict the reactants needed to synthesize it. The reactants are: Br[C:2]1[CH:23]=[CH:22][C:5]2[C:6]3[N:7]([CH:11]=[C:12]([C:14]4[N:18]([CH:19]([CH3:21])[CH3:20])[N:17]=[CH:16][N:15]=4)[N:13]=3)[CH2:8][CH2:9][O:10][C:4]=2[CH:3]=1.[C:24]([O:28][C:29](=[O:35])[C@@H:30]1[CH2:34][CH2:33][CH2:32][NH:31]1)([CH3:27])([CH3:26])[CH3:25].CC(C)([O-])C.[Na+].C1(C)C=CC=CC=1.[Br-].